Dataset: Reaction yield outcomes from USPTO patents with 853,638 reactions. Task: Predict the reaction yield, written as a fraction of the theoretical maximum amount of product (1.0 means a 100% yield; for example, 0.34 means a 34% yield). The reactants are [NH2:1][CH2:2][CH2:3][CH2:4][N:5]1[C:13]2[N:8]3[C:9](=[N:14][C:15]([CH3:16])=[C:7]3[C:6]1=[O:17])[CH:10]=[CH:11][CH:12]=2.C(N(CC)CC)C.[F:25][C:26]([F:33])([F:32])[CH2:27][S:28](Cl)(=[O:30])=[O:29]. The catalyst is C(Cl)Cl. The product is [CH3:16][C:15]1[N:14]=[C:9]2[CH:10]=[CH:11][CH:12]=[C:13]3[N:8]2[C:7]=1[C:6](=[O:17])[N:5]3[CH2:4][CH2:3][CH2:2][NH:1][S:28]([CH2:27][C:26]([F:33])([F:32])[F:25])(=[O:30])=[O:29]. The yield is 0.586.